From a dataset of Catalyst prediction with 721,799 reactions and 888 catalyst types from USPTO. Predict which catalyst facilitates the given reaction. (1) Reactant: B(Br)(Br)Br.C[O:6][C:7]1[CH:12]=[CH:11][C:10]([C:13]2[C:21]3[C:16](=[CH:17][C:18]([N:22]4[CH2:27][CH2:26][NH:25][CH2:24][CH2:23]4)=[CH:19][CH:20]=3)[N:15]([C:28]3[CH:33]=[CH:32][N:31]=[CH:30][CH:29]=3)[CH:14]=2)=[CH:9][CH:8]=1.C(=O)(O)[O-].[Na+].C(OCC)(=O)C. Product: [N:22]1([C:18]2[CH:17]=[C:16]3[C:21]([C:13]([C:10]4[CH:11]=[CH:12][C:7]([OH:6])=[CH:8][CH:9]=4)=[CH:14][N:15]3[C:28]3[CH:29]=[CH:30][N:31]=[CH:32][CH:33]=3)=[CH:20][CH:19]=2)[CH2:23][CH2:24][NH:25][CH2:26][CH2:27]1. The catalyst class is: 2. (2) Reactant: [Br:1][CH2:2][C:3](=[O:11])[C:4]([F:10])([F:9])[C:5]([F:8])([F:7])[F:6].[NH2:12][C:13]1[CH:18]=[CH:17][C:16]([Br:19])=[C:15]([CH3:20])[N:14]=1. Product: [BrH:1].[Br:19][C:16]1[CH:17]=[CH:18][C:13]2[N:14]([CH2:2][C:3]([C:4]([F:10])([F:9])[C:5]([F:8])([F:7])[F:6])([OH:11])[N:12]=2)[C:15]=1[CH3:20]. The catalyst class is: 57. (3) Reactant: C([O-])=O.[NH4+].Br[C:6]1[CH:7]=[C:8]2[C:13](=[C:14]([N+:17]([O-])=O)[C:15]=1[CH3:16])[N:12]=[CH:11][N:10]=[C:9]2[NH:20][C:21]1[CH:26]=[CH:25][CH:24]=[C:23]([C:27]([F:30])([F:29])[F:28])[CH:22]=1. Product: [CH3:16][C:15]1[C:14]([NH2:17])=[C:13]2[C:8]([C:9]([NH:20][C:21]3[CH:26]=[CH:25][CH:24]=[C:23]([C:27]([F:30])([F:28])[F:29])[CH:22]=3)=[N:10][CH:11]=[N:12]2)=[CH:7][CH:6]=1. The catalyst class is: 29. (4) Reactant: Cl[S:2]([CH2:5][CH2:6][C:7]([O:9][CH2:10][CH3:11])=[O:8])(=[O:4])=[O:3].[NH2:12][C:13]1[CH:14]=[C:15]2[C:20](=[CH:21][CH:22]=1)[N:19]([CH2:23][CH3:24])[C:18](=[O:25])[N:17]([CH2:26][CH3:27])[C:16]2=[O:28].N1C=CC=CC=1.Cl. Product: [CH2:23]([N:19]1[C:20]2[C:15](=[CH:14][C:13]([NH:12][S:2]([CH2:5][CH2:6][C:7]([O:9][CH2:10][CH3:11])=[O:8])(=[O:4])=[O:3])=[CH:22][CH:21]=2)[C:16](=[O:28])[N:17]([CH2:26][CH3:27])[C:18]1=[O:25])[CH3:24]. The catalyst class is: 251.